From a dataset of Peptide-MHC class I binding affinity with 185,985 pairs from IEDB/IMGT. Regression. Given a peptide amino acid sequence and an MHC pseudo amino acid sequence, predict their binding affinity value. This is MHC class I binding data. (1) The peptide sequence is LRQRLLRARGE. The MHC is HLA-B27:05 with pseudo-sequence HLA-B27:05. The binding affinity (normalized) is 0.190. (2) The peptide sequence is FANYNFTLL. The MHC is HLA-A68:02 with pseudo-sequence HLA-A68:02. The binding affinity (normalized) is 1.00.